Task: Predict the reactants needed to synthesize the given product.. Dataset: Full USPTO retrosynthesis dataset with 1.9M reactions from patents (1976-2016) (1) Given the product [Cl:30][C:31]1[CH:32]=[C:33]2[C:37](=[CH:38][CH:39]=1)[NH:36][C:35](=[O:40])[C:34]2([C:13]1[CH:18]=[CH:17][C:16]([CH:19]2[O:24][CH2:23][C:22]([CH3:26])([CH3:25])[CH2:21][O:20]2)=[CH:15][C:14]=1[O:27][CH3:28])[OH:41], predict the reactants needed to synthesize it. The reactants are: C([Li])CCC.CCCCCC.I[C:13]1[CH:18]=[CH:17][C:16]([CH:19]2[O:24][CH2:23][C:22]([CH3:26])([CH3:25])[CH2:21][O:20]2)=[CH:15][C:14]=1[O:27][CH3:28].[Na].[Cl:30][C:31]1[CH:32]=[C:33]2[C:37](=[CH:38][CH:39]=1)[NH:36][C:35](=[O:40])[C:34]2=[O:41].ClC1C=C2C(=CC=1)NC(=O)C2=O.[H-].[Na+].[Cl-].[NH4+]. (2) Given the product [F:1][C:2]1[CH:3]=[CH:4][C:5]([N:8]2[C:11](=[O:12])[C@H:10]([S:13][CH2:14][CH:15]([C:17]3[CH:22]=[CH:21][C:20]([F:23])=[CH:19][CH:18]=3)[OH:16])[C@H:9]2[C:24]2[CH:25]=[CH:26][C:27]([O:28][CH2:29][C:30]([NH:32][CH2:33][C:34]([NH:74][C@@H:73]([C:75]([OH:77])=[O:76])[CH2:72][C:68]([CH3:71])([CH3:70])[CH3:69])=[O:35])=[O:31])=[CH:37][CH:38]=2)=[CH:6][CH:7]=1, predict the reactants needed to synthesize it. The reactants are: [F:1][C:2]1[CH:7]=[CH:6][C:5]([N:8]2[C:11](=[O:12])[C@H:10]([S:13][CH2:14][C:15]([C:17]3[CH:22]=[CH:21][C:20]([F:23])=[CH:19][CH:18]=3)=[O:16])[C@H:9]2[C:24]2[CH:38]=[CH:37][C:27]([O:28][CH2:29][C:30]([NH:32][CH2:33][C:34](O)=[O:35])=[O:31])=[CH:26][CH:25]=2)=[CH:4][CH:3]=1.CN1CCOCC1.CN(C(ON1N=NC2C=CC=CC1=2)=[N+](C)C)C.[B-](F)(F)(F)F.[C:68]([CH2:72][C@H:73]([C:75]([OH:77])=[O:76])[NH2:74])([CH3:71])([CH3:70])[CH3:69].[BH4-].[Na+].